Dataset: Catalyst prediction with 721,799 reactions and 888 catalyst types from USPTO. Task: Predict which catalyst facilitates the given reaction. (1) The catalyst class is: 2. Reactant: [NH:1]1[CH2:6][CH2:5][C:4]2([CH2:11][CH2:10][C:9]3[CH:12]=[CH:13][CH:14]=[CH:15][C:8]=3[O:7]2)[CH2:3][CH2:2]1.Cl.N1C=CC=CC=1.[F:23][C:24]([F:35])([F:34])[C:25](O[C:25](=[O:26])[C:24]([F:35])([F:34])[F:23])=[O:26]. Product: [F:23][C:24]([F:35])([F:34])[C:25]([N:1]1[CH2:6][CH2:5][C:4]2([CH2:11][CH2:10][C:9]3[CH:12]=[CH:13][CH:14]=[CH:15][C:8]=3[O:7]2)[CH2:3][CH2:2]1)=[O:26]. (2) Reactant: Br[CH:2]1[C:6]2[C:7]3[N:8]([CH3:28])[C:9](=[O:27])[N:10]([C:15]4[C:20]([F:21])=[C:19]([O:22][CH3:23])[CH:18]=[C:17]([O:24][CH3:25])[C:16]=4[F:26])[CH2:11][C:12]=3[CH:13]=[N:14][C:5]=2[NH:4][C:3]1=[O:29].BrC1(Br)C2C3N(C)C(=O)N(C4C(F)=C(OC)C=C(OC)C=4F)CC=3C=NC=2NC1=O.C(O)(=O)C. Product: [F:26][C:16]1[C:17]([O:24][CH3:25])=[CH:18][C:19]([O:22][CH3:23])=[C:20]([F:21])[C:15]=1[N:10]1[CH2:11][C:12]2[CH:13]=[N:14][C:5]3[NH:4][C:3](=[O:29])[CH2:2][C:6]=3[C:7]=2[N:8]([CH3:28])[C:9]1=[O:27]. The catalyst class is: 284. (3) Reactant: [C:1]([O-])(=O)CC(CC([O-])=O)(C([O-])=O)O.[Cl:14][C:15]1[CH:20]=[CH:19][C:18]([C:21]2([CH2:27][NH:28][C:29]([C:31]3[C:40]4[C:35](=[CH:36][CH:37]=[CH:38][CH:39]=4)[CH:34]=[C:33]([C:41]#[N:42])[C:32]=3[O:43][CH3:44])=[O:30])[CH2:26][CH2:25][NH:24][CH2:23][CH2:22]2)=[CH:17][CH:16]=1. Product: [CH3:1][N:24]1[CH2:25][CH2:26][C:21]([C:18]2[CH:17]=[CH:16][C:15]([Cl:14])=[CH:20][CH:19]=2)([CH2:27][NH:28][C:29]([C:31]2[C:40]3[C:35](=[CH:36][CH:37]=[CH:38][CH:39]=3)[CH:34]=[C:33]([C:41]#[N:42])[C:32]=2[O:43][CH3:44])=[O:30])[CH2:22][CH2:23]1. The catalyst class is: 28. (4) Reactant: [NH2:1][C:2]1[CH:7]=[CH:6][C:5]([F:8])=[CH:4][C:3]=1[NH:9][C:10]1[N:15]=[C:14]([NH:16][C@H:17]2[C:26]3[C:21](=[CH:22][CH:23]=[CH:24][CH:25]=3)[C:20](=[O:27])[CH2:19][CH2:18]2)[C:13]([N+:28]([O-:30])=[O:29])=[CH:12][N:11]=1.[CH:31](OC)(OC)OC. Product: [F:8][C:5]1[CH:6]=[CH:7][C:2]2[N:1]=[CH:31][N:9]([C:10]3[N:15]=[C:14]([NH:16][C@H:17]4[C:26]5[C:21](=[CH:22][CH:23]=[CH:24][CH:25]=5)[C:20](=[O:27])[CH2:19][CH2:18]4)[C:13]([N+:28]([O-:30])=[O:29])=[CH:12][N:11]=3)[C:3]=2[CH:4]=1. The catalyst class is: 92. (5) Reactant: [NH2:1][CH2:2][C@@H:3]([N:5]1[C:9]2=[N:10][C:11]([C:14]([O:16]CC)=[O:15])=[CH:12][CH:13]=[C:8]2[CH:7]=[C:6]1[C:19]([O:21]CC)=O)[CH3:4].C(=O)([O-])[O-].[K+].[K+]. Product: [CH3:4][C@H:3]1[N:5]2[C:9]3[N:10]=[C:11]([C:14]([OH:16])=[O:15])[CH:12]=[CH:13][C:8]=3[CH:7]=[C:6]2[C:19](=[O:21])[NH:1][CH2:2]1. The catalyst class is: 8. (6) Reactant: Br[C:2]1[S:3][N:4]=[C:5]2[CH:10]=[C:9]([Br:11])[CH:8]=[N:7][C:6]=12.[NH2:12][CH2:13][CH:14]1[CH2:16][CH2:15]1. Product: [Br:11][C:9]1[CH:8]=[N:7][C:6]2=[C:2]([NH:12][CH2:13][CH:14]3[CH2:16][CH2:15]3)[S:3][N:4]=[C:5]2[CH:10]=1. The catalyst class is: 14. (7) Reactant: [CH2:1]([C:3]1[C:8]([C:9]#[N:10])=[C:7]([OH:11])[N:6]=[C:5]([CH3:12])[CH:4]=1)[CH3:2].N. Product: [NH2:10][CH2:9][C:8]1[C:7]([OH:11])=[N:6][C:5]([CH3:12])=[CH:4][C:3]=1[CH2:1][CH3:2]. The catalyst class is: 94.